Dataset: Peptide-MHC class II binding affinity with 134,281 pairs from IEDB. Task: Regression. Given a peptide amino acid sequence and an MHC pseudo amino acid sequence, predict their binding affinity value. This is MHC class II binding data. (1) The peptide sequence is VTKKEEPVNIEAEPP. The MHC is DRB1_0405 with pseudo-sequence DRB1_0405. The binding affinity (normalized) is 0.180. (2) The peptide sequence is LEDYDTLGTLCNSTE. The MHC is DRB4_0101 with pseudo-sequence DRB4_0103. The binding affinity (normalized) is 0. (3) The peptide sequence is RLFKAFILDGDNLFP. The MHC is HLA-DPA10201-DPB10101 with pseudo-sequence HLA-DPA10201-DPB10101. The binding affinity (normalized) is 0.439. (4) The peptide sequence is GSDPKKLVLNIKYTR. The MHC is DRB1_1302 with pseudo-sequence DRB1_1302. The binding affinity (normalized) is 0.516. (5) The peptide sequence is LRKLGFQQQQVRSPG. The MHC is DRB1_0101 with pseudo-sequence DRB1_0101. The binding affinity (normalized) is 0.532. (6) The peptide sequence is VCGMFTNRSGSQQ. The MHC is DRB4_0101 with pseudo-sequence DRB4_0103. The binding affinity (normalized) is 0.0426.